From a dataset of Full USPTO retrosynthesis dataset with 1.9M reactions from patents (1976-2016). Predict the reactants needed to synthesize the given product. (1) Given the product [C@@H:18]1([NH:27][CH2:16][CH2:15][C:2]2([OH:1])[CH2:3][CH2:4][C:5]3([O:10][CH2:9][C:8]([CH3:12])([CH3:11])[CH2:7][O:6]3)[CH2:13][CH2:14]2)[C:26]2[C:21](=[CH:22][CH:23]=[CH:24][CH:25]=2)[CH2:20][CH2:19]1, predict the reactants needed to synthesize it. The reactants are: [OH:1][C:2]1([CH2:15][CH:16]=O)[CH2:14][CH2:13][C:5]2([O:10][CH2:9][C:8]([CH3:12])([CH3:11])[CH2:7][O:6]2)[CH2:4][CH2:3]1.[C@@H:18]1([NH2:27])[C:26]2[C:21](=[CH:22][CH:23]=[CH:24][CH:25]=2)[CH2:20][CH2:19]1. (2) The reactants are: [CH3:1][O:2][C:3]1[CH:8]=[CH:7][C:6]([S:9]([C:12]2([C:25]([OH:27])=O)[CH2:17][CH2:16][N:15]([CH2:18][C:19]3[CH:24]=[CH:23][CH:22]=[CH:21][CH:20]=3)[CH2:14][CH2:13]2)(=[O:11])=[O:10])=[CH:5][CH:4]=1.C(Cl)(=O)C(Cl)=O.Cl.[NH2:35][OH:36].C(N(CC)CC)C. Given the product [OH:36][NH:35][C:25]([C:12]1([S:9]([C:6]2[CH:7]=[CH:8][C:3]([O:2][CH3:1])=[CH:4][CH:5]=2)(=[O:11])=[O:10])[CH2:17][CH2:16][N:15]([CH2:18][C:19]2[CH:24]=[CH:23][CH:22]=[CH:21][CH:20]=2)[CH2:14][CH2:13]1)=[O:27], predict the reactants needed to synthesize it. (3) Given the product [Br:1][C:2]1[CH:3]=[C:4]2[C:9](=[CH:10][CH:11]=1)[N:8]=[C:7]([O:23][CH3:22])[C:6]([CH2:13][C:14]1[CH:19]=[CH:18][C:17]([F:20])=[CH:16][CH:15]=1)=[C:5]2[Cl:21], predict the reactants needed to synthesize it. The reactants are: [Br:1][C:2]1[CH:3]=[C:4]2[C:9](=[CH:10][CH:11]=1)[N:8]=[C:7](Cl)[C:6]([CH2:13][C:14]1[CH:19]=[CH:18][C:17]([F:20])=[CH:16][CH:15]=1)=[C:5]2[Cl:21].[CH3:22][O-:23].[Na+].CO. (4) Given the product [CH2:1]([C:3]1[CH:8]=[CH:7][CH:6]=[C:5]([CH2:9][CH3:10])[C:4]=1[NH:11][C:12]([NH:63][C:59]1[C:56]([C:36]([NH:35][CH:31]([C:28]2[CH:27]=[CH:26][CH:25]=[CH:30][CH:29]=2)[C:32]([OH:34])=[O:33])=[O:38])=[CH:21][C:17]2[C:16]([CH:60]=1)=[CH:15][CH:20]=[CH:19][CH:18]=2)=[O:13])[CH3:2], predict the reactants needed to synthesize it. The reactants are: [CH2:1]([C:3]1[CH:8]=[CH:7][CH:6]=[C:5]([CH2:9][CH3:10])[C:4]=1[N:11]=[C:12]=[O:13])[CH3:2].Cl[C:15]1[CH:20]=[CH:19][CH:18]=[C:17]([CH3:21])[C:16]=1N=C=O.[CH:25]1[CH:30]=[CH:29][C:28]([C@H:31]([NH:35][C:36]([O:38]CC2C3C(=CC=CC=3)C3C2=CC=CC=3)=O)[C:32]([OH:34])=[O:33])=[CH:27][CH:26]=1.C1CC[CH:56]([C@H:59]([NH:63]C(OCC2C3C(=CC=CC=3)C3C2=CC=CC=3)=O)[C:60](O)=O)CC1.